The task is: Predict the reactants needed to synthesize the given product.. This data is from Full USPTO retrosynthesis dataset with 1.9M reactions from patents (1976-2016). (1) Given the product [C@H:25]12[CH2:31][C@H:28]([NH:29][CH2:30]1)[CH2:27][N:26]2[C:2]1[N:7]=[CH:6][C:5]([C:8]2[N:13]3[N:14]=[C:15]([C:17]4[CH:22]=[CH:21][N:20]=[CH:19][CH:18]=4)[CH:16]=[C:12]3[N:11]=[CH:10][CH:9]=2)=[CH:4][CH:3]=1, predict the reactants needed to synthesize it. The reactants are: Br[C:2]1[N:7]=[CH:6][C:5]([C:8]2[N:13]3[N:14]=[C:15]([C:17]4[CH:22]=[CH:21][N:20]=[CH:19][CH:18]=4)[CH:16]=[C:12]3[N:11]=[CH:10][CH:9]=2)=[CH:4][CH:3]=1.Br.Br.[C@H:25]12[CH2:31][C@H:28]([NH:29][CH2:30]1)[CH2:27][NH:26]2. (2) Given the product [NH2:1][C:2]1[C:3]2[C:10]([C:11]3[CH:16]=[CH:15][CH:14]=[C:13]([O:17][CH2:18][C:19]45[O:25][CH:22]([CH2:21][CH2:20]4)[CH2:23][CH2:24]5)[CH:12]=3)=[CH:9][N:8]([C@H:26]3[CH2:29][C@H:28]([CH2:30][N:32]4[CH2:39][CH2:38][CH2:37][C@@H:33]4[C:34]([NH2:36])=[O:35])[CH2:27]3)[C:4]=2[N:5]=[CH:6][N:7]=1, predict the reactants needed to synthesize it. The reactants are: [NH2:1][C:2]1[C:3]2[C:10]([C:11]3[CH:16]=[CH:15][CH:14]=[C:13]([O:17][CH2:18][C:19]45[O:25][CH:22]([CH2:23][CH2:24]4)[CH2:21][CH2:20]5)[CH:12]=3)=[CH:9][N:8]([C@H:26]3[CH2:29][C@H:28]([CH2:30]O)[CH2:27]3)[C:4]=2[N:5]=[CH:6][N:7]=1.[NH:32]1[CH2:39][CH2:38][CH2:37][C@@H:33]1[C:34]([NH2:36])=[O:35].